Dataset: Catalyst prediction with 721,799 reactions and 888 catalyst types from USPTO. Task: Predict which catalyst facilitates the given reaction. Reactant: [ClH:1].Cl.[O:3]1[CH:7]=[N:6][CH:5]([C:8]([NH2:11])([CH3:10])[CH3:9])[NH:4]1.CC(S(NC(C1N=CON1)(C)C)=O)(C)C. Product: [ClH:1].[O:3]1[CH:7]=[N:6][CH:5]([C:8]([NH2:11])([CH3:10])[CH3:9])[NH:4]1. The catalyst class is: 5.